From a dataset of Catalyst prediction with 721,799 reactions and 888 catalyst types from USPTO. Predict which catalyst facilitates the given reaction. Product: [N+:21]([C:24]1[CH:25]=[CH:26][C:27]([NH:30][C:31]([CH:4]2[C:5](=[O:12])[CH:6]3[C:9]([CH3:10])([CH3:11])[C@@:2]([CH3:1])([CH2:8][CH2:7]3)[C:3]2=[O:13])=[O:32])=[CH:28][CH:29]=1)([O-:23])=[O:22]. Reactant: [CH3:1][C@:2]12[C:9]([CH3:11])([CH3:10])[CH:6]([CH2:7][CH2:8]1)[C:5](=[O:12])[CH2:4][C:3]2=[O:13].C(N(CC)CC)C.[N+:21]([C:24]1[CH:29]=[CH:28][C:27]([N:30]=[C:31]=[O:32])=[CH:26][CH:25]=1)([O-:23])=[O:22].Cl. The catalyst class is: 119.